This data is from Forward reaction prediction with 1.9M reactions from USPTO patents (1976-2016). The task is: Predict the product of the given reaction. Given the reactants [O:1]=[C:2]1[C:11]2[C:6](=[CH:7][CH:8]=[CH:9][CH:10]=2)[NH:5][CH:4]=[C:3]1[C:12]([NH:14][C:15]1[CH:20]=[C:19]([NH:21][S:22]([CH:25]=[CH2:26])(=[O:24])=[O:23])[CH:18]=[C:17]([C:27]([F:30])([F:29])[F:28])[CH:16]=1)=[O:13].[NH:31]1[CH2:36][CH2:35][CH2:34][CH2:33][CH2:32]1.C(Cl)Cl, predict the reaction product. The product is: [O:1]=[C:2]1[C:11]2[C:6](=[CH:7][CH:8]=[CH:9][CH:10]=2)[NH:5][CH:4]=[C:3]1[C:12]([NH:14][C:15]1[CH:16]=[C:17]([C:27]([F:29])([F:30])[F:28])[CH:18]=[C:19]([NH:21][S:22]([CH2:25][CH2:26][N:31]2[CH2:36][CH2:35][CH2:34][CH2:33][CH2:32]2)(=[O:24])=[O:23])[CH:20]=1)=[O:13].